From a dataset of Catalyst prediction with 721,799 reactions and 888 catalyst types from USPTO. Predict which catalyst facilitates the given reaction. (1) Reactant: [Cl:1][C:2]1[CH:11]=[C:10]2[C:5]([C:6]([NH:12][CH2:13][CH2:14][CH2:15][CH2:16][CH2:17][CH2:18][NH2:19])=[CH:7][CH:8]=[N:9]2)=[CH:4][CH:3]=1.C(Cl)CCl.[CH3:24][CH2:25][N:26]([CH2:29][CH3:30])[CH2:27][CH3:28].[C:31]([O-])(O)=[O:32].[Na+]. Product: [Cl:1][C:2]1[CH:11]=[C:10]2[C:5]([C:6]([N:12]([C:31](=[O:32])[CH2:24][CH2:25][N:26]([CH2:29][CH3:30])[CH2:27][CH3:28])[CH2:13][CH2:14][CH2:15][CH2:16][CH2:17][CH2:18][NH2:19])=[CH:7][CH:8]=[N:9]2)=[CH:4][CH:3]=1. The catalyst class is: 479. (2) Reactant: [H-].[H-].[H-].[H-].[Li+].[Al+3].C[O:8][C:9](=O)[C:10]1[CH:15]=[CH:14][C:13]([SiH:16]([CH:20]([CH3:22])[CH3:21])[CH:17]([CH3:19])[CH3:18])=[CH:12][CH:11]=1.C(OCC)(=O)C. Product: [OH:8][CH2:9][C:10]1[CH:15]=[CH:14][C:13]([SiH:16]([CH:20]([CH3:22])[CH3:21])[CH:17]([CH3:18])[CH3:19])=[CH:12][CH:11]=1. The catalyst class is: 266. (3) Reactant: [O:1]1[CH:5]=[CH:4][CH2:3][CH:2]1[C:6]1[CH:7]=[C:8]([CH:11]=[CH:12][CH:13]=1)[CH:9]=[O:10].N1C(C)=CC=CC=1C.[H][H]. Product: [O:1]1[CH2:5][CH2:4][CH2:3][CH:2]1[C:6]1[CH:7]=[C:8]([CH2:9][OH:10])[CH:11]=[CH:12][CH:13]=1. The catalyst class is: 354. (4) Reactant: I([O-])(=O)(=O)=O.[Na+].[CH3:7][C:8]1[CH:9]=[C:10]([C@@H:16]([CH2:20][C@H:21]2[CH2:25][CH2:24][C:23](=[O:26])[CH2:22]2)[C:17]([OH:19])=[O:18])[CH:11]=[CH:12][C:13]=1[S:14][CH3:15].[Mn]([O-])(=O)(=O)=[O:28].[K+].[OH2:33]. Product: [CH3:15][S:14]([C:13]1[CH:12]=[CH:11][C:10]([C@@H:16]([CH2:20][C@H:21]2[CH2:25][CH2:24][C:23](=[O:26])[CH2:22]2)[C:17]([OH:19])=[O:18])=[CH:9][C:8]=1[CH3:7])(=[O:28])=[O:33]. The catalyst class is: 5. (5) Reactant: C(OC(C(F)(F)F)=O)(C(F)(F)F)=O.C([O:17][C@@:18]1(O)[C@@H:22]([CH2:23][OH:24])[O:21][C@@:20](OC(=O)C)([N:25]2[C:34]3[C:28]([C:29]([Cl:35])([N:31]=[CH:32][N:33]=3)[NH2:30])=[N:27][CH2:26]2)[C@:19]1(OC(=O)C)[OH:40])(=O)C. Product: [Cl:35][C:29]1([NH2:30])[N:31]=[CH:32][N:33]=[C:34]2[C:28]1=[N:27][CH2:26][N:25]2[C@@H:20]1[O:21][C@H:22]([CH2:23][OH:24])[C@@H:18]([OH:17])[C@H:19]1[OH:40]. The catalyst class is: 2. (6) Reactant: [CH2:1]([N:3]1[C:8]2[CH:9]=[C:10]([C:14]3[CH:15]=[C:16]([CH:19]=[CH:20][C:21]=3[O:22][C:23]([F:26])([F:25])[F:24])[CH:17]=[O:18])[C:11]([CH3:13])=[CH:12][C:7]=2[O:6][C:5]([CH3:28])([CH3:27])[C:4]1=[O:29])[CH3:2].[CH3:30][Mg]Br.C(OCC)C.CC(OI1(OC(C)=O)(OC(C)=O)OC(=O)C2C=CC=CC1=2)=O. Product: [C:17]([C:16]1[CH:19]=[CH:20][C:21]([O:22][C:23]([F:25])([F:24])[F:26])=[C:14]([C:10]2[C:11]([CH3:13])=[CH:12][C:7]3[O:6][C:5]([CH3:28])([CH3:27])[C:4](=[O:29])[N:3]([CH2:1][CH3:2])[C:8]=3[CH:9]=2)[CH:15]=1)(=[O:18])[CH3:30]. The catalyst class is: 1. (7) Reactant: [CH2:1]([O:8][C:9]1[CH:14]=[CH:13][C:12]([C:15]2[CH:20]=[CH:19][CH:18]=[C:17]([NH:21][C@H:22]([C:30]([O:32]C)=[O:31])[CH2:23][C:24]3[CH:29]=[CH:28][CH:27]=[CH:26][CH:25]=3)[CH:16]=2)=[CH:11][CH:10]=1)[C:2]1[CH:7]=[CH:6][CH:5]=[CH:4][CH:3]=1.CO.[OH-].[Na+].Cl. Product: [CH2:1]([O:8][C:9]1[CH:14]=[CH:13][C:12]([C:15]2[CH:20]=[CH:19][CH:18]=[C:17]([NH:21][C@H:22]([C:30]([OH:32])=[O:31])[CH2:23][C:24]3[CH:29]=[CH:28][CH:27]=[CH:26][CH:25]=3)[CH:16]=2)=[CH:11][CH:10]=1)[C:2]1[CH:7]=[CH:6][CH:5]=[CH:4][CH:3]=1. The catalyst class is: 7. (8) Reactant: [CH3:1][O:2][CH2:3][CH2:4]Br.[C:6]([O:10][C:11]([N:13]1[CH2:18][CH2:17][NH:16][CH2:15][CH2:14]1)=[O:12])([CH3:9])([CH3:8])[CH3:7].C(=O)([O-])[O-].[K+].[K+]. Product: [C:6]([O:10][C:11]([N:13]1[CH2:18][CH2:17][N:16]([CH2:4][CH2:3][O:2][CH3:1])[CH2:15][CH2:14]1)=[O:12])([CH3:9])([CH3:7])[CH3:8]. The catalyst class is: 9. (9) Reactant: [C:1]([O:5][C:6]([NH:8][CH2:9][C:10]1[CH:11]=[C:12]([CH:23]=[CH:24][CH:25]=1)[C:13]([O:15]N1C(=O)CCC1=O)=O)=[O:7])([CH3:4])([CH3:3])[CH3:2].Cl.[Cl:27][CH2:28][CH2:29][CH2:30][CH2:31][CH2:32][CH2:33][O:34][CH2:35][CH2:36][O:37][CH2:38][CH2:39][NH2:40].C(N(CC)C(C)C)(C)C. The catalyst class is: 85. Product: [Cl:27][CH2:28][CH2:29][CH2:30][CH2:31][CH2:32][CH2:33][O:34][CH2:35][CH2:36][O:37][CH2:38][CH2:39][NH:40][C:13]([C:12]1[CH:11]=[C:10]([CH:25]=[CH:24][CH:23]=1)[CH2:9][NH:8][C:6](=[O:7])[O:5][C:1]([CH3:2])([CH3:3])[CH3:4])=[O:15]. (10) Reactant: [F:1][C:2]1[CH:7]=[CH:6][C:5]([CH2:8][C:9](=O)[CH3:10])=[C:4]([N+:12]([O-])=O)[CH:3]=1. Product: [F:1][C:2]1[CH:3]=[C:4]2[C:5]([CH:8]=[C:9]([CH3:10])[NH:12]2)=[CH:6][CH:7]=1. The catalyst class is: 763.